Dataset: Reaction yield outcomes from USPTO patents with 853,638 reactions. Task: Predict the reaction yield, written as a fraction of the theoretical maximum amount of product (1.0 means a 100% yield; for example, 0.34 means a 34% yield). (1) The reactants are Br[C:2]1[C:7]([Br:8])=[CH:6][CH:5]=[CH:4][N:3]=1.[NH2:9][NH2:10].C(N(CC)CC)C.[C:18](Cl)(=[O:20])[CH3:19]. The catalyst is O1CCOCC1. The product is [Br:8][C:7]1[C:2]([N:9]([C:18](=[O:20])[CH3:19])[NH2:10])=[N:3][CH:4]=[CH:5][CH:6]=1. The yield is 0.230. (2) The reactants are ClC(Cl)(Cl)C([C:5]1[N:9]2[C:10]([CH2:14][N:15]([C:29]([O:31]C(C)(C)C)=O)[CH2:16][CH2:17][CH2:18][CH2:19][CH2:20][NH:21][S:22]([C:25]([F:28])([F:27])[F:26])(=[O:24])=[O:23])=[CH:11][CH:12]=[CH:13][C:8]2=[N:7][CH:6]=1)=O.I[Si](C)(C)C.C(=O)([O-])O.[Na+]. The yield is 0.631. The product is [F:27][C:25]([F:26])([F:28])[S:22]([NH:21][CH2:20][CH2:19][CH2:18][CH2:17][CH2:16][N:15]1[CH2:14][C:10]2[N:9]3[C:5](=[CH:6][N:7]=[C:8]3[CH:13]=[CH:12][CH:11]=2)[C:29]1=[O:31])(=[O:24])=[O:23]. The catalyst is C(Cl)(Cl)Cl. (3) The reactants are [CH3:1][C:2]([C:6]1[CH:7]=[C:8]([CH:12]=[CH:13][CH:14]=1)[C:9]([OH:11])=O)([CH3:5])[C:3]#[CH:4].CN(C)C=O.[NH2:20][C:21]1[CH:22]=[C:23]([CH:40]=[CH:41][C:42]=1[F:43])[O:24][C:25]1[N:30]=[C:29]2[S:31][C:32]([NH:34][C:35]([CH:37]3[CH2:39][CH2:38]3)=[O:36])=[N:33][C:28]2=[CH:27][CH:26]=1.O. The catalyst is C(Cl)(=O)C(Cl)=O.CN(C)C(=O)C. The product is [CH:37]1([C:35]([NH:34][C:32]2[S:31][C:29]3[C:28]([N:33]=2)=[CH:27][CH:26]=[C:25]([O:24][C:23]2[CH:40]=[CH:41][C:42]([F:43])=[C:21]([NH:20][C:9](=[O:11])[C:8]4[CH:12]=[CH:13][CH:14]=[C:6]([C:2]([CH3:1])([CH3:5])[C:3]#[CH:4])[CH:7]=4)[CH:22]=2)[N:30]=3)=[O:36])[CH2:38][CH2:39]1. The yield is 0.370. (4) The yield is 0.680. The reactants are [C:1]([C:3]1[CH:33]=[C:32]([F:34])[CH:31]=[CH:30][C:4]=1[CH2:5][NH:6][C:7]([C:9]1[N:10]=[C:11]2[N:16]([C:17](=[O:27])[C:18]=1[O:19][CH2:20][C:21]1[CH:26]=[CH:25][CH:24]=[CH:23][CH:22]=1)[CH2:15][CH2:14][O:13][C:12]2([CH3:29])[CH3:28])=[O:8])#[CH:2].C(=O)(O)[O-].[K+].[Br:40][C:41](Br)=[N:42][OH:43]. The product is [Br:40][C:41]1[CH:2]=[C:1]([C:3]2[CH:33]=[C:32]([F:34])[CH:31]=[CH:30][C:4]=2[CH2:5][NH:6][C:7]([C:9]2[N:10]=[C:11]3[N:16]([C:17](=[O:27])[C:18]=2[O:19][CH2:20][C:21]2[CH:26]=[CH:25][CH:24]=[CH:23][CH:22]=2)[CH2:15][CH2:14][O:13][C:12]3([CH3:29])[CH3:28])=[O:8])[O:43][N:42]=1. The catalyst is C(OCC)(=O)C.O. (5) The reactants are [CH:1]([C:3]([CH2:5][CH3:6])=[O:4])=[CH2:2].[N+:7]([CH3:10])([O-:9])=[O:8].C[O-].[Na+]. The catalyst is CO. The product is [N+:7]([CH2:10][CH2:2][CH2:1][C:3](=[O:4])[CH2:5][CH3:6])([O-:9])=[O:8]. The yield is 0.920. (6) The reactants are [CH3:1][N:2]1[C:6]([C:7]2(O)[CH2:13][CH2:12][CH:11]=[CH:10][CH2:9][CH2:8]2)=[C:5]([N+:15]([O-:17])=[O:16])[CH:4]=[N:3]1.COCCN(S(F)(F)[F:28])CCOC.C([O-])(O)=O.[Na+]. The catalyst is C(Cl)Cl.C1COCC1. The product is [F:28][C:7]1([C:6]2[N:2]([CH3:1])[N:3]=[CH:4][C:5]=2[N+:15]([O-:17])=[O:16])[CH2:13][CH2:12][CH:11]=[CH:10][CH2:9][CH2:8]1. The yield is 0.450.